Dataset: Full USPTO retrosynthesis dataset with 1.9M reactions from patents (1976-2016). Task: Predict the reactants needed to synthesize the given product. (1) Given the product [C:19]1([C@@H:16]([NH:15][C:5]([C:4]2[C:13]3[C:8](=[CH:9][CH:10]=[CH:11][CH:12]=3)[C:7](=[O:14])[N:29]([C:28]3[CH:30]=[CH:31][C:32]([Cl:33])=[C:26]([Cl:25])[CH:27]=3)[C:1]=2[CH3:2])=[O:6])[CH2:17][CH3:18])[CH:20]=[CH:21][CH:22]=[CH:23][CH:24]=1, predict the reactants needed to synthesize it. The reactants are: [C:1]([C:4]1[C:13]2[C:8](=[CH:9][CH:10]=[CH:11][CH:12]=2)[C:7](=[O:14])[O:6][C:5]=1[NH:15][C@H:16]([C:19]1[CH:24]=[CH:23][CH:22]=[CH:21][CH:20]=1)[CH2:17][CH3:18])(=O)[CH3:2].[Cl:25][C:26]1[CH:27]=[C:28]([CH:30]=[CH:31][C:32]=1[Cl:33])[NH2:29]. (2) Given the product [C@H:48]([NH:47][C:41](=[O:43])[CH2:40][CH:37]1[CH2:36][CH2:35][N:34]([C:32]([N:12]2[C@@:13]([C:25]3[CH:26]=[CH:27][C:28]([Cl:31])=[CH:29][CH:30]=3)([CH3:24])[C@@:14]([C:17]3[CH:22]=[CH:21][C:20]([Cl:23])=[CH:19][CH:18]=3)([CH3:16])[N:15]=[C:11]2[C:8]2[CH:9]=[N:10][C:5]([C:1]([CH3:2])([CH3:4])[CH3:3])=[CH:6][C:7]=2[O:44][CH2:45][CH3:46])=[O:33])[CH2:39][CH2:38]1)([CH2:50][CH3:51])[CH3:49], predict the reactants needed to synthesize it. The reactants are: [C:1]([C:5]1[N:10]=[CH:9][C:8]([C:11]2[N:12]([C:32]([N:34]3[CH2:39][CH2:38][CH:37]([CH2:40][C:41]([OH:43])=O)[CH2:36][CH2:35]3)=[O:33])[C@@:13]([C:25]3[CH:30]=[CH:29][C:28]([Cl:31])=[CH:27][CH:26]=3)([CH3:24])[C@@:14]([C:17]3[CH:22]=[CH:21][C:20]([Cl:23])=[CH:19][CH:18]=3)([CH3:16])[N:15]=2)=[C:7]([O:44][CH2:45][CH3:46])[CH:6]=1)([CH3:4])([CH3:3])[CH3:2].[NH2:47][C@@H:48]([CH2:50][CH3:51])[CH3:49]. (3) Given the product [CH3:32][C:29]1([C:26]2[CH:27]=[CH:28][C:23]([CH2:22][O:21][C:17]3[CH:16]=[C:15]4[C:20](=[CH:19][CH:18]=3)[N:12]([C:10](=[O:11])[CH2:9][NH:8][CH2:37][CH2:38][C:39]([OH:41])=[O:40])[CH2:13][CH2:14]4)=[CH:24][C:25]=2[C:33]([F:36])([F:34])[F:35])[CH2:31][CH2:30]1, predict the reactants needed to synthesize it. The reactants are: C(OC([N:8]([CH2:37][CH2:38][C:39]([OH:41])=[O:40])[CH2:9][C:10]([N:12]1[C:20]2[C:15](=[CH:16][C:17]([O:21][CH2:22][C:23]3[CH:28]=[CH:27][C:26]([C:29]4([CH3:32])[CH2:31][CH2:30]4)=[C:25]([C:33]([F:36])([F:35])[F:34])[CH:24]=3)=[CH:18][CH:19]=2)[CH2:14][CH2:13]1)=[O:11])=O)(C)(C)C.C(O)(C(F)(F)F)=O.